This data is from Catalyst prediction with 721,799 reactions and 888 catalyst types from USPTO. The task is: Predict which catalyst facilitates the given reaction. Reactant: [CH:1]1([N:5]2[CH2:11][C:10]([F:13])([F:12])[C:9](=[O:14])[N:8]([CH3:15])[C:7]3[CH:16]=[N:17][C:18]([NH:20][C:21]4[CH:29]=[CH:28][C:24]([C:25](O)=[O:26])=[CH:23][C:22]=4[O:30][CH3:31])=[N:19][C:6]2=3)[CH2:4][CH2:3][CH2:2]1.C(N(CC)CC)C.CN(C(=[N+](C)C)ON1C2=NC=CC=C2N=N1)C.F[P-](F)(F)(F)(F)F.Cl.[CH:64]1[C:76]2[CH:75]([CH2:77][O:78][C:79](=[O:87])[NH:80][CH:81]3[CH2:86][CH2:85][NH:84][CH2:83][CH2:82]3)[C:74]3[C:69](=[CH:70][CH:71]=[CH:72][CH:73]=3)[C:68]=2[CH:67]=[CH:66][CH:65]=1. Product: [CH:64]1[C:76]2[CH:75]([CH2:77][O:78][C:79](=[O:87])[NH:80][CH:81]3[CH2:82][CH2:83][N:84]([C:25](=[O:26])[C:24]4[CH:28]=[CH:29][C:21]([NH:20][C:18]5[N:17]=[CH:16][C:7]6[N:8]([CH3:15])[C:9](=[O:14])[C:10]([F:12])([F:13])[CH2:11][N:5]([CH:1]7[CH2:4][CH2:3][CH2:2]7)[C:6]=6[N:19]=5)=[C:22]([O:30][CH3:31])[CH:23]=4)[CH2:85][CH2:86]3)[C:74]3[C:69](=[CH:70][CH:71]=[CH:72][CH:73]=3)[C:68]=2[CH:67]=[CH:66][CH:65]=1. The catalyst class is: 434.